This data is from Full USPTO retrosynthesis dataset with 1.9M reactions from patents (1976-2016). The task is: Predict the reactants needed to synthesize the given product. (1) Given the product [C:1](=[O:12])([S:19][CH2:13][CH2:14][CH2:15][CH2:16][CH2:17][CH3:18])/[CH:2]=[CH:3]/[CH2:4][CH2:5][CH2:6][CH2:7][CH2:8][CH2:9][CH3:10], predict the reactants needed to synthesize it. The reactants are: [C:1]([OH:12])(=O)/[CH:2]=[CH:3]/[CH2:4][CH2:5][CH2:6][CH2:7][CH2:8][CH2:9][CH3:10].[CH2:13]([SH:19])[CH2:14][CH2:15][CH2:16][CH2:17][CH3:18]. (2) Given the product [CH2:9]1[C:10]2[C:15](=[CH:14][C:13]([C:17]3([OH:23])[CH2:21][CH2:20][O:19][CH:18]3[CH3:22])=[CH:12][CH:11]=2)[CH2:16][NH:8]1, predict the reactants needed to synthesize it. The reactants are: C([N:8]1[CH2:16][C:15]2[C:10](=[CH:11][CH:12]=[C:13]([C:17]3([OH:23])[CH2:21][CH2:20][O:19][CH:18]3[CH3:22])[CH:14]=2)[CH2:9]1)C1C=CC=CC=1.[H][H]. (3) Given the product [Br:31][C:8]1[C:9]2[C:14](=[CH:13][C:12]([C:17]3[O:18][C:19]4[CH:30]=[CH:29][CH:28]=[CH:27][C:20]=4[C:21]=3[CH2:22][CH2:23][CH2:24][CH2:25][CH3:26])=[CH:11][CH:10]=2)[CH:15]=[CH:16][C:7]=1[O:6][CH2:5][C:4]([OH:32])=[O:3], predict the reactants needed to synthesize it. The reactants are: C([O:3][C:4](=[O:32])[CH2:5][O:6][C:7]1[CH:16]=[CH:15][C:14]2[C:9](=[CH:10][CH:11]=[C:12]([C:17]3[O:18][C:19]4[CH:30]=[CH:29][CH:28]=[CH:27][C:20]=4[C:21]=3[CH2:22][CH2:23][CH2:24][CH2:25][CH3:26])[CH:13]=2)[C:8]=1[Br:31])C.[OH-].[K+]. (4) Given the product [CH3:29][C:27]1[O:28][C:24]2[CH:23]=[CH:22][C:21]([NH:20][S:10]([C:7]3[CH:8]=[CH:9][C:4]([CH2:1][CH2:2][CH3:3])=[CH:5][CH:6]=3)(=[O:12])=[O:11])=[CH:30][C:25]=2[N:26]=1, predict the reactants needed to synthesize it. The reactants are: [CH2:1]([C:4]1[CH:9]=[CH:8][C:7]([S:10](Cl)(=[O:12])=[O:11])=[CH:6][CH:5]=1)[CH2:2][CH3:3].N1C=CC=CC=1.[NH2:20][C:21]1[CH:22]=[CH:23][C:24]2[O:28][C:27]([CH3:29])=[N:26][C:25]=2[CH:30]=1.C([O-])(O)=O.[Na+]. (5) Given the product [NH:28]1[C:36]2[C:31](=[C:32]([C:2]3[N:3]=[C:4]([N:22]4[CH2:27][CH2:26][O:25][CH2:24][CH2:23]4)[C:5]4[O:10][C:9]5[N:11]=[CH:12][C:13]([CH2:15][N:16]([CH2:18][CH2:19][O:20][CH3:21])[CH3:17])=[CH:14][C:8]=5[C:6]=4[N:7]=3)[CH:33]=[CH:34][CH:35]=2)[CH:30]=[CH:29]1, predict the reactants needed to synthesize it. The reactants are: Cl[C:2]1[N:3]=[C:4]([N:22]2[CH2:27][CH2:26][O:25][CH2:24][CH2:23]2)[C:5]2[O:10][C:9]3[N:11]=[CH:12][C:13]([CH2:15][N:16]([CH2:18][CH2:19][O:20][CH3:21])[CH3:17])=[CH:14][C:8]=3[C:6]=2[N:7]=1.[NH:28]1[C:36]2[CH:35]=[CH:34][CH:33]=[C:32](B(O)O)[C:31]=2[CH:30]=[CH:29]1.C([O-])([O-])=O.[Na+].[Na+].O1CCOCC1. (6) Given the product [CH3:28][C:29]1([CH3:35])[CH2:34][O:33][CH2:32][CH2:31][N:30]1[C:16]([C:13]1[CH:12]=[CH:11][C:10]([C:9]#[C:8][C:4]2[CH:5]=[CH:6][CH:7]=[C:2]([F:1])[CH:3]=2)=[CH:15][N:14]=1)=[O:18], predict the reactants needed to synthesize it. The reactants are: [F:1][C:2]1[CH:3]=[C:4]([C:8]#[C:9][C:10]2[CH:11]=[CH:12][C:13]([C:16]([OH:18])=O)=[N:14][CH:15]=2)[CH:5]=[CH:6][CH:7]=1.CCN(C(C)C)C(C)C.[CH3:28][C:29]1([CH3:35])[CH2:34][O:33][CH2:32][CH2:31][NH:30]1.CN(C(ON1N=NC2C=CC=CC1=2)=[N+](C)C)C.[B-](F)(F)(F)F.